This data is from Full USPTO retrosynthesis dataset with 1.9M reactions from patents (1976-2016). The task is: Predict the reactants needed to synthesize the given product. (1) Given the product [N:21]1[CH:22]=[CH:25][N:26]=[CH:16][C:11]=1[C:8]1[N:7]=[C:6]([CH2:5][NH:4][CH:1]([CH3:2])[CH3:3])[O:10][N:9]=1, predict the reactants needed to synthesize it. The reactants are: [CH:1]([NH:4][CH2:5][C:6]1[O:10][N:9]=[C:8]([C:11]2[CH:16]=CC(C)=CC=2)[N:7]=1)([CH3:3])[CH3:2].ClCC1ON=[C:22]([C:25]2C=NC=C[N:26]=2)[N:21]=1.C(N)(C)C.C(=O)([O-])[O-].[K+].[K+]. (2) Given the product [CH2:1]([O:8][C:9]1[CH:14]=[CH:13][C:12]([Br:15])=[CH:11][C:10]=1[CH:16]([C:30]1[CH:31]=[CH:32][CH:33]=[CH:34][CH:35]=1)[CH2:17][CH2:18][N:39]([CH:40]([CH3:42])[CH3:41])[CH:36]([CH3:38])[CH3:37])[C:2]1[CH:3]=[CH:4][CH:5]=[CH:6][CH:7]=1, predict the reactants needed to synthesize it. The reactants are: [CH2:1]([O:8][C:9]1[CH:14]=[CH:13][C:12]([Br:15])=[CH:11][C:10]=1[CH:16]([C:30]1[CH:35]=[CH:34][CH:33]=[CH:32][CH:31]=1)[CH2:17][CH2:18]OS(C1C=CC(C)=CC=1)(=O)=O)[C:2]1[CH:7]=[CH:6][CH:5]=[CH:4][CH:3]=1.[CH:36]([NH:39][CH:40]([CH3:42])[CH3:41])([CH3:38])[CH3:37]. (3) Given the product [CH3:18][C@@H:17]1[CH2:16][CH2:15][N:14]([C:24]([C:21]2([C:19]#[N:20])[CH2:23][CH2:22]2)=[O:25])[CH2:13][C@@H:12]1[N:2]([CH3:1])[C:3]1[C:4]2[CH:11]=[CH:10][NH:9][C:5]=2[N:6]=[CH:7][N:8]=1, predict the reactants needed to synthesize it. The reactants are: [CH3:1][N:2]([C@@H:12]1[C@H:17]([CH3:18])[CH2:16][CH2:15][NH:14][CH2:13]1)[C:3]1[C:4]2[CH:11]=[CH:10][NH:9][C:5]=2[N:6]=[CH:7][N:8]=1.[C:19]([C:21]1([C:24](O)=[O:25])[CH2:23][CH2:22]1)#[N:20].C(N(C(C)C)CC)(C)C.F[P-](F)(F)(F)(F)F.N1(OC(N(C)C)=[N+](C)C)C2N=CC=CC=2N=N1. (4) Given the product [F:26][C:25]([F:28])([F:27])[S:22]([O:14][C:4]1[CH:3]=[C:2]([Cl:1])[C:7]2[C:8]([CH:11]3[CH2:12][CH2:13]3)=[N:9][O:10][C:6]=2[CH:5]=1)(=[O:23])=[O:21], predict the reactants needed to synthesize it. The reactants are: [Cl:1][C:2]1[C:7]2[C:8]([CH:11]3[CH2:13][CH2:12]3)=[N:9][O:10][C:6]=2[CH:5]=[C:4]([OH:14])[CH:3]=1.N1C=CC=CC=1.[O:21](S(C(F)(F)F)(=O)=O)[S:22]([C:25]([F:28])([F:27])[F:26])(=O)=[O:23].